From a dataset of Forward reaction prediction with 1.9M reactions from USPTO patents (1976-2016). Predict the product of the given reaction. (1) Given the reactants Br[C:2]1[C:10]2[C:5](=[CH:6][CH:7]=[C:8]([N+:11]([O-:13])=[O:12])[CH:9]=2)[N:4]([C:14]([C:27]2[CH:32]=[CH:31][CH:30]=[CH:29][CH:28]=2)([C:21]2[CH:26]=[CH:25][CH:24]=[CH:23][CH:22]=2)[C:15]2[CH:20]=[CH:19][CH:18]=[CH:17][CH:16]=2)[N:3]=1.CC1(C)C(C)(C)OB([C:41]2[CH:42]=[N:43][NH:44][CH:45]=2)O1.ClCCl.P([O-])([O-])([O-])=O.[K+].[K+].[K+].O1CCOCC1.S([O-])([O-])(=O)=O.[Mg+2], predict the reaction product. The product is: [N+:11]([C:8]1[CH:9]=[C:10]2[C:5](=[CH:6][CH:7]=1)[N:4]([C:14]([C:15]1[CH:16]=[CH:17][CH:18]=[CH:19][CH:20]=1)([C:27]1[CH:32]=[CH:31][CH:30]=[CH:29][CH:28]=1)[C:21]1[CH:26]=[CH:25][CH:24]=[CH:23][CH:22]=1)[N:3]=[C:2]2[C:41]1[CH:42]=[N:43][NH:44][CH:45]=1)([O-:13])=[O:12]. (2) Given the reactants [NH2:1][C@H:2]1[CH2:7][CH2:6][C@H:5]([CH2:8][NH:9][C:10]2[C:15]([N+:16]([O-:18])=[O:17])=[CH:14][N:13]=[C:12]([NH:19][CH2:20][C:21]3[CH:26]=[CH:25][CH:24]=[CH:23][C:22]=3[O:27][C:28]([F:31])([F:30])[F:29])[N:11]=2)[CH2:4][CH2:3]1.[O:32]1[CH2:34][C@@H:33]1[C:35]1[CH:36]=[N:37][CH:38]=[CH:39][CH:40]=1.Cl([O-])(=O)(=O)=O.[Li+], predict the reaction product. The product is: [N+:16]([C:15]1[C:10]([NH:9][CH2:8][C@H:5]2[CH2:4][CH2:3][C@H:2]([NH:1][CH2:34][C@H:33]([C:35]3[CH:36]=[N:37][CH:38]=[CH:39][CH:40]=3)[OH:32])[CH2:7][CH2:6]2)=[N:11][C:12]([NH:19][CH2:20][C:21]2[CH:26]=[CH:25][CH:24]=[CH:23][C:22]=2[O:27][C:28]([F:30])([F:31])[F:29])=[N:13][CH:14]=1)([O-:18])=[O:17]. (3) The product is: [F:21][C:19]([F:20])([F:22])[C:14]1[CH:15]=[CH:16][CH:17]=[CH:18][C:13]=1[C:11]1[N:12]=[C:8]([CH2:7][CH2:6][CH2:5][CH2:4][C:3]([OH:23])=[O:2])[O:9][CH:10]=1. Given the reactants C[O:2][C:3](=[O:23])[CH2:4][CH2:5][CH2:6][CH2:7][C:8]1[O:9][CH:10]=[C:11]([C:13]2[CH:18]=[CH:17][CH:16]=[CH:15][C:14]=2[C:19]([F:22])([F:21])[F:20])[N:12]=1.C1COCC1.[OH-].[Na+], predict the reaction product. (4) Given the reactants [H-].[Na+].[Cl:3][C:4]1[CH:11]=[CH:10][C:7]([CH:8]=O)=[CH:6][C:5]=1[F:12].[CH2:13]1COCC1, predict the reaction product. The product is: [Cl:3][C:4]1[CH:11]=[CH:10][C:7]([CH:8]=[CH2:13])=[CH:6][C:5]=1[F:12].